From a dataset of Forward reaction prediction with 1.9M reactions from USPTO patents (1976-2016). Predict the product of the given reaction. (1) Given the reactants CC(OI1(OC(C)=O)(OC(C)=O)OC(=O)[C:11]2[CH:10]=[CH:9][CH:8]=[CH:7][C:6]1=2)=O.[Si:23]([O:40][CH2:41][CH:42]([NH:45][C:46]([NH:48][CH:49]1[CH2:54][CH2:53][N:52]([C:55]([O:57][C:58]([CH3:61])([CH3:60])[CH3:59])=[O:56])[CH2:51][CH2:50]1)=[O:47])[CH2:43]O)([C:36]([CH3:39])([CH3:38])[CH3:37])([C:30]1[CH:35]=[CH:34][CH:33]=[CH:32][CH:31]=1)C1C=CC=CC=1, predict the reaction product. The product is: [Si:23]([O:40][CH2:41][C:42]1[NH:45][C:46](=[O:47])[N:48]([CH:49]2[CH2:50][CH2:51][N:52]([C:55]([O:57][C:58]([CH3:61])([CH3:60])[CH3:59])=[O:56])[CH2:53][CH2:54]2)[CH:43]=1)([C:36]([CH3:39])([CH3:37])[CH3:38])([C:11]1[CH:6]=[CH:7][CH:8]=[CH:9][CH:10]=1)[C:30]1[CH:31]=[CH:32][CH:33]=[CH:34][CH:35]=1. (2) Given the reactants [F:1][C:2]1[CH:3]=[C:4]([CH:8]2[CH2:12][CH2:11][CH2:10][N:9]2[C:13]2[CH:18]=[CH:17][N:16]3[N:19]=[CH:20][C:21](/[CH:22]=[CH:23]/[C:24]([OH:26])=O)=[C:15]3[N:14]=2)[CH:5]=[N:6][CH:7]=1.[CH:27]1([NH2:30])[CH2:29][CH2:28]1.CCN(C(C)C)C(C)C.CN(C(ON1N=NC2C=CC=NC1=2)=[N+](C)C)C.F[P-](F)(F)(F)(F)F, predict the reaction product. The product is: [CH:27]1([NH:30][C:24](=[O:26])/[CH:23]=[CH:22]/[C:21]2[CH:20]=[N:19][N:16]3[CH:17]=[CH:18][C:13]([N:9]4[CH2:10][CH2:11][CH2:12][CH:8]4[C:4]4[CH:5]=[N:6][CH:7]=[C:2]([F:1])[CH:3]=4)=[N:14][C:15]=23)[CH2:29][CH2:28]1.